From a dataset of CYP2C9 inhibition data for predicting drug metabolism from PubChem BioAssay. Regression/Classification. Given a drug SMILES string, predict its absorption, distribution, metabolism, or excretion properties. Task type varies by dataset: regression for continuous measurements (e.g., permeability, clearance, half-life) or binary classification for categorical outcomes (e.g., BBB penetration, CYP inhibition). Dataset: cyp2c9_veith. (1) The molecule is COc1ccc(/C=N/NC(=O)c2cccc([N+](=O)[O-])c2)cc1OS(=O)(=O)c1ccc(C)cc1. The result is 1 (inhibitor). (2) The molecule is COc1cc(-c2nc3ccccn3c2/N=C/c2ccccc2)ccc1O. The result is 1 (inhibitor). (3) The result is 0 (non-inhibitor). The molecule is c1ccc(B2OC[C@@H]([C@H]3OB(c4ccccc4)O[C@H]4COB(c5ccccc5)O[C@H]43)O2)cc1. (4) The compound is OC[C@@H]1O[C@@H](n2cnc3c(Nc4ccccc4)ncnc32)[C@@H](O)[C@H]1O. The result is 0 (non-inhibitor).